Task: Regression. Given two drug SMILES strings and cell line genomic features, predict the synergy score measuring deviation from expected non-interaction effect.. Dataset: NCI-60 drug combinations with 297,098 pairs across 59 cell lines (1) Synergy scores: CSS=37.2, Synergy_ZIP=3.50, Synergy_Bliss=5.22, Synergy_Loewe=-1.16, Synergy_HSA=7.96. Drug 1: CC12CCC(CC1=CCC3C2CCC4(C3CC=C4C5=CN=CC=C5)C)O. Cell line: MCF7. Drug 2: C1C(C(OC1N2C=C(C(=O)NC2=O)F)CO)O. (2) Drug 1: CC1=C2C(C(=O)C3(C(CC4C(C3C(C(C2(C)C)(CC1OC(=O)C(C(C5=CC=CC=C5)NC(=O)OC(C)(C)C)O)O)OC(=O)C6=CC=CC=C6)(CO4)OC(=O)C)OC)C)OC. Drug 2: CC12CCC(CC1=CCC3C2CCC4(C3CC=C4C5=CN=CC=C5)C)O. Cell line: RXF 393. Synergy scores: CSS=29.6, Synergy_ZIP=-12.3, Synergy_Bliss=-10.3, Synergy_Loewe=-8.40, Synergy_HSA=-6.81. (3) Drug 1: CCCS(=O)(=O)NC1=C(C(=C(C=C1)F)C(=O)C2=CNC3=C2C=C(C=N3)C4=CC=C(C=C4)Cl)F. Drug 2: CC1=C2C(C(=O)C3(C(CC4C(C3C(C(C2(C)C)(CC1OC(=O)C(C(C5=CC=CC=C5)NC(=O)OC(C)(C)C)O)O)OC(=O)C6=CC=CC=C6)(CO4)OC(=O)C)O)C)O. Cell line: HS 578T. Synergy scores: CSS=57.2, Synergy_ZIP=17.4, Synergy_Bliss=18.3, Synergy_Loewe=-15.9, Synergy_HSA=13.6. (4) Synergy scores: CSS=51.3, Synergy_ZIP=0.754, Synergy_Bliss=3.66, Synergy_Loewe=-41.3, Synergy_HSA=-1.63. Drug 2: CC12CCC3C(C1CCC2OP(=O)(O)O)CCC4=C3C=CC(=C4)OC(=O)N(CCCl)CCCl.[Na+]. Cell line: SF-295. Drug 1: CC=C1C(=O)NC(C(=O)OC2CC(=O)NC(C(=O)NC(CSSCCC=C2)C(=O)N1)C(C)C)C(C)C. (5) Cell line: MOLT-4. Drug 2: CC1C(C(CC(O1)OC2CC(CC3=C2C(=C4C(=C3O)C(=O)C5=C(C4=O)C(=CC=C5)OC)O)(C(=O)CO)O)N)O.Cl. Synergy scores: CSS=40.2, Synergy_ZIP=1.76, Synergy_Bliss=0.584, Synergy_Loewe=-30.3, Synergy_HSA=-1.92. Drug 1: CCN(CC)CCNC(=O)C1=C(NC(=C1C)C=C2C3=C(C=CC(=C3)F)NC2=O)C. (6) Drug 1: CS(=O)(=O)OCCCCOS(=O)(=O)C. Drug 2: C1=NNC2=C1C(=O)NC=N2. Cell line: LOX IMVI. Synergy scores: CSS=13.7, Synergy_ZIP=-4.30, Synergy_Bliss=0.744, Synergy_Loewe=-1.26, Synergy_HSA=0.894. (7) Drug 1: C1=CC(=C2C(=C1NCCNCCO)C(=O)C3=C(C=CC(=C3C2=O)O)O)NCCNCCO. Drug 2: CC1=C(C(CCC1)(C)C)C=CC(=CC=CC(=CC(=O)O)C)C. Cell line: HT29. Synergy scores: CSS=36.6, Synergy_ZIP=-7.38, Synergy_Bliss=-3.74, Synergy_Loewe=2.45, Synergy_HSA=2.24. (8) Synergy scores: CSS=25.0, Synergy_ZIP=-7.99, Synergy_Bliss=1.01, Synergy_Loewe=1.49, Synergy_HSA=1.68. Drug 1: C1=NC(=NC(=O)N1C2C(C(C(O2)CO)O)O)N. Cell line: SW-620. Drug 2: CC1CCC2CC(C(=CC=CC=CC(CC(C(=O)C(C(C(=CC(C(=O)CC(OC(=O)C3CCCCN3C(=O)C(=O)C1(O2)O)C(C)CC4CCC(C(C4)OC)OCCO)C)C)O)OC)C)C)C)OC. (9) Drug 1: CCN(CC)CCNC(=O)C1=C(NC(=C1C)C=C2C3=C(C=CC(=C3)F)NC2=O)C. Drug 2: C1CC(C1)(C2=CC=C(C=C2)C3=C(C=C4C(=N3)C=CN5C4=NNC5=O)C6=CC=CC=C6)N. Cell line: T-47D. Synergy scores: CSS=47.5, Synergy_ZIP=14.4, Synergy_Bliss=14.8, Synergy_Loewe=5.85, Synergy_HSA=13.5. (10) Drug 1: C1C(C(OC1N2C=C(C(=O)NC2=O)F)CO)O. Drug 2: C(CN)CNCCSP(=O)(O)O. Cell line: MDA-MB-231. Synergy scores: CSS=0.299, Synergy_ZIP=-1.64, Synergy_Bliss=-2.67, Synergy_Loewe=-4.25, Synergy_HSA=-1.93.